Dataset: Forward reaction prediction with 1.9M reactions from USPTO patents (1976-2016). Task: Predict the product of the given reaction. (1) Given the reactants [CH3:1][C:2]1([CH3:22])[N:6]([C:7]2[S:8][C:9]3[CH:15]=[C:14]([CH2:16][NH2:17])[CH:13]=[CH:12][C:10]=3[N:11]=2)[C@@H:5]2[CH2:18][CH2:19][CH2:20][CH2:21][C@H:4]2[O:3]1.CCN(C(C)C)C(C)C.[Cl:32][C:33]1[C:38]([N+:39]([O-:41])=[O:40])=[C:37](Cl)[N:36]=[CH:35][N:34]=1, predict the reaction product. The product is: [Cl:32][C:33]1[N:34]=[CH:35][N:36]=[C:37]([NH:17][CH2:16][C:14]2[CH:13]=[CH:12][C:10]3[N:11]=[C:7]([N:6]4[C@@H:5]5[CH2:18][CH2:19][CH2:20][CH2:21][C@H:4]5[O:3][C:2]4([CH3:22])[CH3:1])[S:8][C:9]=3[CH:15]=2)[C:38]=1[N+:39]([O-:41])=[O:40]. (2) Given the reactants [CH3:1][C:2]1[CH:7]=[C:6]([CH3:8])[CH:5]=[C:4]([CH3:9])[C:3]=1[NH:10][C:11]([NH:13][C:14]1[C:15]([C:24]([NH:26][C:27]2([C:40]([O:42][CH3:43])=[O:41])[CH2:32][CH2:31][N:30](C(OC(C)(C)C)=O)[CH2:29][CH2:28]2)=[O:25])=[CH:16][C:17]2[C:22]([CH:23]=1)=[CH:21][CH:20]=[CH:19][CH:18]=2)=[O:12].C(O)(C(F)(F)F)=O, predict the reaction product. The product is: [CH3:9][C:4]1[CH:5]=[C:6]([CH3:8])[CH:7]=[C:2]([CH3:1])[C:3]=1[NH:10][C:11]([NH:13][C:14]1[C:15]([C:24]([NH:26][C:27]2([C:40]([O:42][CH3:43])=[O:41])[CH2:28][CH2:29][NH:30][CH2:31][CH2:32]2)=[O:25])=[CH:16][C:17]2[C:22]([CH:23]=1)=[CH:21][CH:20]=[CH:19][CH:18]=2)=[O:12]. (3) Given the reactants [CH3:1][Si:2]([CH3:13])([CH3:12])[C:3]#[C:4][C:5]1[CH:6]=[C:7](O)[CH:8]=[CH:9][CH:10]=1.IC1C=CC([OH:21])=CC=1, predict the reaction product. The product is: [CH3:1][Si:2]([CH3:13])([CH3:12])[C:3]#[C:4][C:5]1[CH:6]=[CH:7][C:8]([OH:21])=[CH:9][CH:10]=1.